This data is from Full USPTO retrosynthesis dataset with 1.9M reactions from patents (1976-2016). The task is: Predict the reactants needed to synthesize the given product. (1) Given the product [N:1]1[C:10]2[C:5](=[C:6]([CH:11]([CH:12]3[CH2:13][NH:14][C:17](=[S:18])[NH:15]3)[CH3:16])[CH:7]=[CH:8][CH:9]=2)[CH:4]=[CH:3][CH:2]=1, predict the reactants needed to synthesize it. The reactants are: [N:1]1[C:10]2[C:5](=[C:6]([CH:11]([CH3:16])[CH:12]([NH2:15])[CH2:13][NH2:14])[CH:7]=[CH:8][CH:9]=2)[CH:4]=[CH:3][CH:2]=1.[C:17](N1C=CN=C1)(N1C=CN=C1)=[S:18]. (2) The reactants are: Cl[S:2]([C:5]1[CH:10]=[CH:9][C:8]([N:11]=[C:12]=[O:13])=[CH:7][CH:6]=1)(=[O:4])=[O:3].[CH3:14][O:15][C:16]1[CH:25]=[CH:24][C:23]([N:26]2[CH2:31][CH2:30][N:29]([CH3:32])[CH2:28][CH2:27]2)=[C:22]2[C:17]=1[CH2:18][CH2:19][NH:20][CH2:21]2.[CH:33]1([NH2:36])[CH2:35][CH2:34]1. Given the product [CH:33]1([NH:36][S:2]([C:5]2[CH:10]=[CH:9][C:8]([NH:11][C:12]([N:20]3[CH2:19][CH2:18][C:17]4[C:22](=[C:23]([N:26]5[CH2:27][CH2:28][N:29]([CH3:32])[CH2:30][CH2:31]5)[CH:24]=[CH:25][C:16]=4[O:15][CH3:14])[CH2:21]3)=[O:13])=[CH:7][CH:6]=2)(=[O:4])=[O:3])[CH2:35][CH2:34]1, predict the reactants needed to synthesize it. (3) Given the product [C:12]([C:16]1[CH:22]=[CH:21][CH:20]=[CH:19][C:17]=1[NH:18][C:4](=[O:5])[CH:2]=[N:1][OH:26])([CH3:15])([CH3:13])[CH3:14], predict the reactants needed to synthesize it. The reactants are: [NH:1]1C2C(=CC=CC=2)[C:4](=[O:5])[C:2]1=O.[C:12]([C:16]1[CH:22]=[CH:21][CH:20]=[CH:19][C:17]=1[NH2:18])([CH3:15])([CH3:14])[CH3:13].ClC(Cl)(Cl)C(O)[OH:26].Cl.NO.S([O-])([O-])(=O)=O.[Na+].[Na+]. (4) Given the product [Br:33][C:34]1[CH:44]=[C:43]([F:45])[C:37]([O:38][C@H:39]([CH3:40])/[CH:42]=[CH:13]\[C:14]([O:16][CH3:17])=[O:15])=[C:36]([F:46])[CH:35]=1, predict the reactants needed to synthesize it. The reactants are: FC(F)(F)COP([CH2:13][C:14]([O:16][CH3:17])=[O:15])(=O)OCC(F)(F)F.[I-].[Na+].N12CCCN=C1CCCCC2.[Br:33][C:34]1[CH:44]=[C:43]([F:45])[C:37]([O:38][C@H:39]([CH3:42])[CH:40]=O)=[C:36]([F:46])[CH:35]=1.[Cl-].[NH4+]. (5) Given the product [CH3:1][C:2]1([CH2:9][C:10]([CH3:12])=[CH2:11])[CH2:6][O:5][S:4](=[O:8])(=[O:7])[N:3]1[C:19]([O:20][CH2:21][C:22]1[CH:27]=[CH:26][CH:25]=[CH:24][CH:23]=1)=[O:28], predict the reactants needed to synthesize it. The reactants are: [CH3:1][C:2]1([CH2:9][C:10]([CH3:12])=[CH2:11])[CH2:6][O:5][S:4](=[O:8])(=[O:7])[NH:3]1.CC(C)([O-])C.[K+].[C:19](Cl)(=[O:28])[O:20][CH2:21][C:22]1[CH:27]=[CH:26][CH:25]=[CH:24][CH:23]=1. (6) Given the product [CH2:24]([N:26]([CH2:27][C:28]1[CH:29]=[N:30][CH:31]=[CH:32][CH:33]=1)[C:21](=[O:23])[CH2:20][N:9]([C:4]1[CH:5]=[CH:6][CH:7]=[CH:8][C:3]=1[O:2][CH3:1])[S:10]([C:13]1[C:14]([CH3:19])=[CH:15][CH:16]=[CH:17][CH:18]=1)(=[O:11])=[O:12])[CH3:25], predict the reactants needed to synthesize it. The reactants are: [CH3:1][O:2][C:3]1[CH:8]=[CH:7][CH:6]=[CH:5][C:4]=1[N:9]([CH2:20][C:21]([OH:23])=O)[S:10]([C:13]1[C:14]([CH3:19])=[CH:15][CH:16]=[CH:17][CH:18]=1)(=[O:12])=[O:11].[CH2:24]([NH:26][CH2:27][C:28]1[CH:29]=[N:30][CH:31]=[CH:32][CH:33]=1)[CH3:25]. (7) The reactants are: O.[CH3:2][N:3]([CH3:13])[C:4]1[CH:9]=[CH:8][C:7](B(O)O)=[CH:6][N:5]=1.Br[C:15]1[CH:16]=[C:17]([CH:19]=[CH:20][CH:21]=1)[NH2:18].C([O-])([O-])=O.[Na+].[Na+]. Given the product [CH3:2][N:3]([CH3:13])[C:4]1[N:5]=[CH:6][C:7]([C:15]2[CH:16]=[C:17]([NH2:18])[CH:19]=[CH:20][CH:21]=2)=[CH:8][CH:9]=1, predict the reactants needed to synthesize it.